Dataset: Forward reaction prediction with 1.9M reactions from USPTO patents (1976-2016). Task: Predict the product of the given reaction. (1) Given the reactants [CH2:1]([CH:3]1[C:8](=[O:9])[NH:7][CH:6]([CH3:10])[CH2:5][N:4]1C(OCC1C=CC=CC=1)=O)[CH3:2], predict the reaction product. The product is: [CH2:1]([CH:3]1[NH:4][CH2:5][CH:6]([CH3:10])[NH:7][C:8]1=[O:9])[CH3:2]. (2) Given the reactants [C:1]([C:3]1[CH:8]=[CH:7][C:6]([NH:9][C:10]([CH:12]2[NH:16][CH:15]([CH2:17][C:18]([CH3:21])([CH3:20])[CH3:19])[C:14]3([C:29]4[C:24](=[CH:25][C:26]([Cl:30])=[CH:27][CH:28]=4)[NH:23][C:22]3=[O:31])[CH:13]2[C:32]2[CH:37]=[CH:36][CH:35]=[C:34]([Cl:38])[C:33]=2[F:39])=[O:11])=[C:5]([O:40][C:41]([F:44])([F:43])[F:42])[CH:4]=1)#[N:2].[OH:45]O.[OH-].[Na+], predict the reaction product. The product is: [C:1]([C:3]1[CH:8]=[CH:7][C:6]([NH:9][C:10]([CH:12]2[NH:16][CH:15]([CH2:17][C:18]([CH3:21])([CH3:20])[CH3:19])[C:14]3([C:29]4[C:24](=[CH:25][C:26]([Cl:30])=[CH:27][CH:28]=4)[NH:23][C:22]3=[O:31])[CH:13]2[C:32]2[CH:37]=[CH:36][CH:35]=[C:34]([Cl:38])[C:33]=2[F:39])=[O:11])=[C:5]([O:40][C:41]([F:42])([F:43])[F:44])[CH:4]=1)(=[O:45])[NH2:2]. (3) Given the reactants [CH2:1]([O:8][C:9]1[C:14]([NH:15][S:16]([C:19]2[CH:24]=[CH:23][C:22]([CH3:25])=[CH:21][CH:20]=2)(=[O:18])=[O:17])=[C:13]([Cl:26])[N:12]=[C:11]([S:27][CH3:28])[N:10]=1)[C:2]1[CH:7]=[CH:6][CH:5]=[CH:4][CH:3]=1.[CH3:29][O:30][C:31]1[C:36]([CH3:37])=[CH:35][N:34]=[C:33](/[CH:38]=[CH:39]/[CH2:40]O)[C:32]=1[CH3:42].C1C=CC(P(C2C=CC=CC=2)C2C=CC=CC=2)=CC=1.CCOC(/N=N/C(OCC)=O)=O, predict the reaction product. The product is: [CH2:1]([O:8][C:9]1[C:14]([N:15]([CH2:40]/[CH:39]=[CH:38]/[C:33]2[C:32]([CH3:42])=[C:31]([O:30][CH3:29])[C:36]([CH3:37])=[CH:35][N:34]=2)[S:16]([C:19]2[CH:24]=[CH:23][C:22]([CH3:25])=[CH:21][CH:20]=2)(=[O:17])=[O:18])=[C:13]([Cl:26])[N:12]=[C:11]([S:27][CH3:28])[N:10]=1)[C:2]1[CH:7]=[CH:6][CH:5]=[CH:4][CH:3]=1. (4) Given the reactants [CH2:1]1[C:10]2[C:5](=CC=C[CH:9]=2)[CH2:4][CH2:3][N:2]1[CH2:11][CH2:12][CH2:13][CH2:14][O:15][C:16]1[CH:17]=[CH:18][C:19]2[CH2:25][CH2:24][NH:23][C:22](=[O:26])[NH:21][C:20]=2[N:27]=1.[C:28]1([N:34]2C=C3CNCCC3=[N:35]2)[CH:33]=[CH:32][CH:31]=[CH:30][CH:29]=1, predict the reaction product. The product is: [C:28]1([N:34]2[CH:9]=[C:10]3[CH2:1][N:2]([CH2:11][CH2:12][CH2:13][CH2:14][O:15][C:16]4[CH:17]=[CH:18][C:19]5[CH2:25][CH2:24][NH:23][C:22](=[O:26])[NH:21][C:20]=5[N:27]=4)[CH2:3][CH2:4][C:5]3=[N:35]2)[CH:33]=[CH:32][CH:31]=[CH:30][CH:29]=1. (5) Given the reactants [C:1]([C:4]1[C:8]2[CH:9]=[C:10]([O:13]C)[CH:11]=[CH:12][C:7]=2[O:6][CH:5]=1)([OH:3])=[O:2], predict the reaction product. The product is: [C:1]([C:4]1[C:8]2[CH:9]=[C:10]([OH:13])[CH:11]=[CH:12][C:7]=2[O:6][CH:5]=1)([OH:3])=[O:2]. (6) Given the reactants [CH:1](=O)[CH3:2].[C:4](O)(=O)[CH3:5].[N+:8]([C:11]1[CH:12]=[C:13]2[C:19]([NH2:20])=[N:18][NH:17][C:14]2=[N:15][CH:16]=1)([O-:10])=[O:9].[BH-](OC(C)=O)(OC(C)=O)OC(C)=O.[Na+], predict the reaction product. The product is: [CH2:4]([N:20]([CH2:1][CH3:2])[C:19]1[C:13]2[C:14](=[N:15][CH:16]=[C:11]([N+:8]([O-:10])=[O:9])[CH:12]=2)[NH:17][N:18]=1)[CH3:5]. (7) Given the reactants C1C=CC(P(C2C(C3C(P(C4C=CC=CC=4)C4C=CC=CC=4)=CC=C4C=3C=CC=C4)=C3C(C=CC=C3)=CC=2)C2C=CC=CC=2)=CC=1.C(=O)([O-])[O-].[Cs+].[Cs+].Br[C:54]1[CH:59]=[CH:58][CH:57]=[C:56]([Br:60])[CH:55]=1.[O:61]1[CH2:66][CH2:65][CH2:64][CH2:63][CH:62]1[O:67][CH:68]1[CH2:72][CH2:71][NH:70][CH2:69]1, predict the reaction product. The product is: [Br:60][C:56]1[CH:55]=[C:54]([N:70]2[CH2:71][CH2:72][CH:68]([O:67][CH:62]3[CH2:63][CH2:64][CH2:65][CH2:66][O:61]3)[CH2:69]2)[CH:59]=[CH:58][CH:57]=1. (8) Given the reactants [Cl:1][C:2]1[CH:7]=[CH:6][CH:5]=[C:4]([C:8]([F:11])([F:10])[F:9])[C:3]=1[CH2:12][OH:13].CCN(CC)CC.[CH3:21][S:22](Cl)(=[O:24])=[O:23], predict the reaction product. The product is: [CH3:21][S:22]([O:13][CH2:12][C:3]1[C:4]([C:8]([F:10])([F:11])[F:9])=[CH:5][CH:6]=[CH:7][C:2]=1[Cl:1])(=[O:24])=[O:23]. (9) Given the reactants [NH3:1].[C:2](=[O:4])=[O:3].[OH2:5], predict the reaction product. The product is: [C:2](=[O:5])([OH:4])[O-:3].[NH4+:1].[C:2](=[O:4])=[O:3].[NH3:1].[OH2:3]. (10) Given the reactants [F:1][C:2]1[CH:7]=[CH:6][CH:5]=[CH:4][C:3]=1[N:8]1[CH:12]=[C:11]([CH3:13])[N:10]=[N:9]1.[Li]CCCC.C([Cu])#N.[Li+].[Cl-].[C:24](Cl)(=[O:26])[CH3:25].C(=O)([O-])[O-].[Na+].[Na+], predict the reaction product. The product is: [F:1][C:2]1[CH:7]=[CH:6][CH:5]=[CH:4][C:3]=1[N:8]1[C:12]([C:24](=[O:26])[CH3:25])=[C:11]([CH3:13])[N:10]=[N:9]1.